The task is: Predict the product of the given reaction.. This data is from Forward reaction prediction with 1.9M reactions from USPTO patents (1976-2016). (1) Given the reactants CN(C)[CH:3]=[C:4]([C:12]1[CH:17]=[CH:16][N:15]=[CH:14][N:13]=1)[C:5]([C:7]1[O:8][CH:9]=[CH:10][CH:11]=1)=O.C([O-])([O-])=O.[K+].[K+].Cl.[NH2:26][C:27]([NH2:29])=[NH:28].O, predict the reaction product. The product is: [O:8]1[CH:9]=[CH:10][CH:11]=[C:7]1[C:5]1[C:4]([C:12]2[CH:17]=[CH:16][N:15]=[CH:14][N:13]=2)=[CH:3][N:26]=[C:27]([NH2:29])[N:28]=1. (2) Given the reactants Br[CH:2]([C:7]1[CH:12]=[CH:11][CH:10]=[CH:9][CH:8]=1)[C:3]([NH:5][CH3:6])=[O:4].[CH3:13][O:14][C:15]1[CH:20]=[CH:19][C:18]([CH2:21][CH2:22][CH:23]2[C:28]3[C:29]([CH3:33])=[C:30]([CH3:32])[S:31][C:27]=3[CH2:26][CH2:25][NH:24]2)=[CH:17][CH:16]=1, predict the reaction product. The product is: [CH3:13][O:14][C:15]1[CH:20]=[CH:19][C:18]([CH2:21][CH2:22][CH:23]2[C:28]3[C:29]([CH3:33])=[C:30]([CH3:32])[S:31][C:27]=3[CH2:26][CH2:25][N:24]2[CH:2]([C:7]2[CH:12]=[CH:11][CH:10]=[CH:9][CH:8]=2)[C:3]([NH:5][CH3:6])=[O:4])=[CH:17][CH:16]=1. (3) Given the reactants Cl.[NH2:2][CH:3]([C:8]1[CH:16]=[CH:15][C:11]2[O:12][CH2:13][O:14][C:10]=2[CH:9]=1)[CH2:4][C:5]([OH:7])=[O:6].O.[C:18]1([CH2:24][C:25](Cl)=[O:26])[CH:23]=[CH:22][CH:21]=[CH:20][CH:19]=1, predict the reaction product. The product is: [C:18]1([CH2:24][C:25]([NH:2][CH:3]([C:8]2[CH:16]=[CH:15][C:11]3[O:12][CH2:13][O:14][C:10]=3[CH:9]=2)[CH2:4][C:5]([OH:7])=[O:6])=[O:26])[CH:23]=[CH:22][CH:21]=[CH:20][CH:19]=1.